From a dataset of NCI-60 drug combinations with 297,098 pairs across 59 cell lines. Regression. Given two drug SMILES strings and cell line genomic features, predict the synergy score measuring deviation from expected non-interaction effect. (1) Drug 1: CS(=O)(=O)C1=CC(=C(C=C1)C(=O)NC2=CC(=C(C=C2)Cl)C3=CC=CC=N3)Cl. Drug 2: COCCOC1=C(C=C2C(=C1)C(=NC=N2)NC3=CC=CC(=C3)C#C)OCCOC.Cl. Cell line: RXF 393. Synergy scores: CSS=21.5, Synergy_ZIP=1.12, Synergy_Bliss=5.09, Synergy_Loewe=5.85, Synergy_HSA=6.05. (2) Drug 1: C1=CC(=CC=C1C#N)C(C2=CC=C(C=C2)C#N)N3C=NC=N3. Drug 2: C1=NC2=C(N=C(N=C2N1C3C(C(C(O3)CO)O)F)Cl)N. Cell line: IGROV1. Synergy scores: CSS=-2.93, Synergy_ZIP=1.60, Synergy_Bliss=0.0608, Synergy_Loewe=-6.48, Synergy_HSA=-6.06. (3) Synergy scores: CSS=14.2, Synergy_ZIP=0.305, Synergy_Bliss=4.25, Synergy_Loewe=2.96, Synergy_HSA=2.73. Drug 2: C1CC(=O)NC(=O)C1N2C(=O)C3=CC=CC=C3C2=O. Drug 1: C1CCC(CC1)NC(=O)N(CCCl)N=O. Cell line: SK-MEL-28. (4) Drug 1: CN(CC1=CN=C2C(=N1)C(=NC(=N2)N)N)C3=CC=C(C=C3)C(=O)NC(CCC(=O)O)C(=O)O. Drug 2: CC1=C(C(CCC1)(C)C)C=CC(=CC=CC(=CC(=O)O)C)C. Cell line: MCF7. Synergy scores: CSS=23.8, Synergy_ZIP=-6.49, Synergy_Bliss=-1.36, Synergy_Loewe=0.641, Synergy_HSA=0.496. (5) Drug 1: CS(=O)(=O)C1=CC(=C(C=C1)C(=O)NC2=CC(=C(C=C2)Cl)C3=CC=CC=N3)Cl. Drug 2: CCC1=CC2CC(C3=C(CN(C2)C1)C4=CC=CC=C4N3)(C5=C(C=C6C(=C5)C78CCN9C7C(C=CC9)(C(C(C8N6C)(C(=O)OC)O)OC(=O)C)CC)OC)C(=O)OC.C(C(C(=O)O)O)(C(=O)O)O. Cell line: HOP-92. Synergy scores: CSS=44.4, Synergy_ZIP=11.9, Synergy_Bliss=12.1, Synergy_Loewe=-9.82, Synergy_HSA=13.0. (6) Drug 1: C1CC(=O)NC(=O)C1N2CC3=C(C2=O)C=CC=C3N. Drug 2: CC=C1C(=O)NC(C(=O)OC2CC(=O)NC(C(=O)NC(CSSCCC=C2)C(=O)N1)C(C)C)C(C)C. Cell line: SK-MEL-2. Synergy scores: CSS=64.0, Synergy_ZIP=-4.72, Synergy_Bliss=-6.56, Synergy_Loewe=-65.2, Synergy_HSA=-5.29. (7) Cell line: NCIH23. Drug 1: CC1=C2C(C(=O)C3(C(CC4C(C3C(C(C2(C)C)(CC1OC(=O)C(C(C5=CC=CC=C5)NC(=O)OC(C)(C)C)O)O)OC(=O)C6=CC=CC=C6)(CO4)OC(=O)C)O)C)O. Drug 2: CCC1=C2CN3C(=CC4=C(C3=O)COC(=O)C4(CC)O)C2=NC5=C1C=C(C=C5)O. Synergy scores: CSS=7.67, Synergy_ZIP=-7.32, Synergy_Bliss=4.69, Synergy_Loewe=-11.5, Synergy_HSA=2.62. (8) Drug 1: CC1=C(C=C(C=C1)C(=O)NC2=CC(=CC(=C2)C(F)(F)F)N3C=C(N=C3)C)NC4=NC=CC(=N4)C5=CN=CC=C5. Drug 2: CCN(CC)CCCC(C)NC1=C2C=C(C=CC2=NC3=C1C=CC(=C3)Cl)OC. Cell line: HCT116. Synergy scores: CSS=17.5, Synergy_ZIP=-0.00954, Synergy_Bliss=-0.485, Synergy_Loewe=-17.8, Synergy_HSA=-0.795. (9) Drug 1: CCCS(=O)(=O)NC1=C(C(=C(C=C1)F)C(=O)C2=CNC3=C2C=C(C=N3)C4=CC=C(C=C4)Cl)F. Drug 2: CC1=C(C(CCC1)(C)C)C=CC(=CC=CC(=CC(=O)O)C)C. Cell line: T-47D. Synergy scores: CSS=15.2, Synergy_ZIP=-1.83, Synergy_Bliss=1.89, Synergy_Loewe=-2.55, Synergy_HSA=1.49. (10) Cell line: HCT116. Drug 2: CCCS(=O)(=O)NC1=C(C(=C(C=C1)F)C(=O)C2=CNC3=C2C=C(C=N3)C4=CC=C(C=C4)Cl)F. Synergy scores: CSS=14.8, Synergy_ZIP=3.08, Synergy_Bliss=1.19, Synergy_Loewe=-3.76, Synergy_HSA=-0.189. Drug 1: C1CCC(CC1)NC(=O)N(CCCl)N=O.